This data is from NCI-60 drug combinations with 297,098 pairs across 59 cell lines. The task is: Regression. Given two drug SMILES strings and cell line genomic features, predict the synergy score measuring deviation from expected non-interaction effect. (1) Drug 1: CC1C(C(CC(O1)OC2CC(CC3=C2C(=C4C(=C3O)C(=O)C5=C(C4=O)C(=CC=C5)OC)O)(C(=O)C)O)N)O.Cl. Drug 2: CN(C(=O)NC(C=O)C(C(C(CO)O)O)O)N=O. Cell line: SK-OV-3. Synergy scores: CSS=11.9, Synergy_ZIP=-3.84, Synergy_Bliss=1.48, Synergy_Loewe=-11.0, Synergy_HSA=2.33. (2) Drug 1: CC1=C(C(CCC1)(C)C)C=CC(=CC=CC(=CC(=O)O)C)C. Drug 2: CC1=C(C(=CC=C1)Cl)NC(=O)C2=CN=C(S2)NC3=CC(=NC(=N3)C)N4CCN(CC4)CCO. Cell line: M14. Synergy scores: CSS=11.0, Synergy_ZIP=-4.08, Synergy_Bliss=-3.03, Synergy_Loewe=-2.15, Synergy_HSA=-0.433. (3) Drug 1: CNC(=O)C1=CC=CC=C1SC2=CC3=C(C=C2)C(=NN3)C=CC4=CC=CC=N4. Drug 2: C1=C(C(=O)NC(=O)N1)F. Cell line: SK-OV-3. Synergy scores: CSS=14.6, Synergy_ZIP=-2.34, Synergy_Bliss=1.00, Synergy_Loewe=-0.940, Synergy_HSA=-0.427. (4) Drug 1: C1=C(C(=O)NC(=O)N1)F. Drug 2: C1CN(P(=O)(OC1)NCCCl)CCCl. Cell line: SF-295. Synergy scores: CSS=27.1, Synergy_ZIP=-1.43, Synergy_Bliss=-2.79, Synergy_Loewe=-16.4, Synergy_HSA=-2.20. (5) Drug 1: CN(C)N=NC1=C(NC=N1)C(=O)N. Drug 2: CC1CCC2CC(C(=CC=CC=CC(CC(C(=O)C(C(C(=CC(C(=O)CC(OC(=O)C3CCCCN3C(=O)C(=O)C1(O2)O)C(C)CC4CCC(C(C4)OC)OCCO)C)C)O)OC)C)C)C)OC. Cell line: RXF 393. Synergy scores: CSS=15.7, Synergy_ZIP=-2.91, Synergy_Bliss=-1.66, Synergy_Loewe=-15.5, Synergy_HSA=-2.34. (6) Drug 1: COC1=CC(=CC(=C1O)OC)C2C3C(COC3=O)C(C4=CC5=C(C=C24)OCO5)OC6C(C(C7C(O6)COC(O7)C8=CC=CS8)O)O. Drug 2: CC1=CC=C(C=C1)C2=CC(=NN2C3=CC=C(C=C3)S(=O)(=O)N)C(F)(F)F. Cell line: SF-268. Synergy scores: CSS=28.8, Synergy_ZIP=0.976, Synergy_Bliss=1.09, Synergy_Loewe=-25.7, Synergy_HSA=1.60. (7) Synergy scores: CSS=51.1, Synergy_ZIP=0.414, Synergy_Bliss=0.857, Synergy_Loewe=-6.88, Synergy_HSA=2.93. Drug 2: C1C(C(OC1N2C=NC3=C2NC=NCC3O)CO)O. Cell line: SR. Drug 1: C1=NC2=C(N1)C(=S)N=C(N2)N. (8) Drug 1: CC1=C(C=C(C=C1)NC(=O)C2=CC=C(C=C2)CN3CCN(CC3)C)NC4=NC=CC(=N4)C5=CN=CC=C5. Drug 2: N.N.Cl[Pt+2]Cl. Cell line: HL-60(TB). Synergy scores: CSS=47.3, Synergy_ZIP=2.48, Synergy_Bliss=0.357, Synergy_Loewe=-19.7, Synergy_HSA=-4.69.